Dataset: Reaction yield outcomes from USPTO patents with 853,638 reactions. Task: Predict the reaction yield, written as a fraction of the theoretical maximum amount of product (1.0 means a 100% yield; for example, 0.34 means a 34% yield). (1) The reactants are [O:1]([C:8]1[CH:13]=[CH:12][C:11]([C:14]2[C:18]3[C:19]([NH2:23])=[N:20][CH:21]=[CH:22][C:17]=3[S:16][CH:15]=2)=[CH:10][CH:9]=1)[C:2]1[CH:7]=[CH:6][CH:5]=[CH:4][CH:3]=1.[I:24]N1C(=O)CCC1=O. The catalyst is CN(C=O)C. The product is [I:24][C:22]1[C:17]2[S:16][CH:15]=[C:14]([C:11]3[CH:10]=[CH:9][C:8]([O:1][C:2]4[CH:3]=[CH:4][CH:5]=[CH:6][CH:7]=4)=[CH:13][CH:12]=3)[C:18]=2[C:19]([NH2:23])=[N:20][CH:21]=1. The yield is 0.750. (2) The reactants are [O:1]=[C:2]1[CH2:11][CH2:10][CH2:9][C:8]2[CH:7]=[C:6]([C:12]([O:14][CH3:15])=[O:13])[CH:5]=[CH:4][C:3]1=2.[O:16]1[CH2:20][CH2:19][CH:18]([CH:21]=O)[CH2:17]1.N1CCCC1.C(OCC)(=O)C.CCCCCC. The catalyst is CO. The product is [O:1]=[C:2]1[C:11](=[CH:21][CH:18]2[CH2:19][CH2:20][O:16][CH2:17]2)[CH2:10][CH2:9][C:8]2[CH:7]=[C:6]([C:12]([O:14][CH3:15])=[O:13])[CH:5]=[CH:4][C:3]1=2. The yield is 0.580. (3) The reactants are [CH3:1][S:2]([C:5]1[CH:6]=[C:7]([CH:12]=[CH:13][CH:14]=1)[C:8](OC)=[O:9])(=[O:4])=[O:3].[NH2:15][NH2:16]. The catalyst is CO. The product is [CH3:1][S:2]([C:5]1[CH:6]=[C:7]([CH:12]=[CH:13][CH:14]=1)[C:8]([NH:15][NH2:16])=[O:9])(=[O:4])=[O:3]. The yield is 0.800. (4) The reactants are [NH2:1][C:2]1[CH:7]=[CH:6][C:5]([N:8]2[C:14](=[O:15])[CH2:13][C:12](=[O:16])[NH:11][C:10]3[C:17]4[C:22]([CH:23]=[CH:24][C:9]2=3)=[CH:21][CH:20]=[CH:19][CH:18]=4)=[CH:4][CH:3]=1.[Cl:25][C:26]1[CH:31]=[CH:30][CH:29]=[CH:28][C:27]=1[N:32]=[C:33]=[S:34]. No catalyst specified. The product is [Cl:25][C:26]1[CH:31]=[CH:30][CH:29]=[CH:28][C:27]=1[NH:32][C:33]([NH:1][C:2]1[CH:7]=[CH:6][C:5]([N:8]2[C:14](=[O:15])[CH2:13][C:12](=[O:16])[NH:11][C:10]3[C:17]4[C:22]([CH:23]=[CH:24][C:9]2=3)=[CH:21][CH:20]=[CH:19][CH:18]=4)=[CH:4][CH:3]=1)=[S:34]. The yield is 0.440. (5) The reactants are NC(N)=O.[CH:5]1([NH:8][S:9]([C:12]2[C:17]([Cl:18])=[CH:16][CH:15]=[C:14]([NH2:19])[C:13]=2[OH:20])(=[O:11])=[O:10])[CH2:7][CH2:6]1.[Cl:21][C:22]1[CH:27]=[CH:26][CH:25]=[CH:24][C:23]=1[N:28]=[C:29]=[O:30]. No catalyst specified. The product is [Cl:18][C:17]1[CH:16]=[CH:15][C:14]([NH:19][C:29]([NH:28][C:23]2[CH:24]=[CH:25][CH:26]=[CH:27][C:22]=2[Cl:21])=[O:30])=[C:13]([OH:20])[C:12]=1[S:9]([NH:8][CH:5]1[CH2:7][CH2:6]1)(=[O:11])=[O:10]. The yield is 0.430. (6) The reactants are [Cl:1][C:2]1[CH:3]=[C:4]([CH2:20][CH2:21][OH:22])[CH:5]=[C:6]([Cl:19])[C:7]=1[O:8][C:9]1[N:10]=[N:11][C:12](Cl)=[C:13]([CH:15]([CH3:17])[CH3:16])[CH:14]=1.[C:23]([O-])(=[O:25])[CH3:24].[Na+].C(O)(=[O:30])C. The product is [Cl:1][C:2]1[CH:3]=[C:4]([CH2:20][CH2:21][O:22][C:23](=[O:25])[CH3:24])[CH:5]=[C:6]([Cl:19])[C:7]=1[O:8][C:9]1[CH:14]=[C:13]([CH:15]([CH3:17])[CH3:16])[C:12](=[O:30])[NH:11][N:10]=1. The yield is 1.00. No catalyst specified. (7) The reactants are [CH2:1]([N:8]1[CH2:12][CH:11]([N:13](C(OC(C)(C)C)=O)[CH2:14][C:15]2[CH:20]=[CH:19][C:18]([F:21])=[CH:17][C:16]=2[F:22])[CH2:10][CH:9]1[C:30](O)=[O:31])[C:2]1[CH:7]=[CH:6][CH:5]=[CH:4][CH:3]=1.[N:33]1([C:39]2[CH:44]=[CH:43][C:42]([C:45](=[O:47])[CH3:46])=[CH:41][CH:40]=2)[CH2:38][CH2:37][NH:36][CH2:35][CH2:34]1. No catalyst specified. The product is [CH2:1]([N:8]1[CH2:12][C@@H:11]([NH:13][CH2:14][C:15]2[CH:20]=[CH:19][C:18]([F:21])=[CH:17][C:16]=2[F:22])[CH2:10][C@H:9]1[C:30]([N:36]1[CH2:37][CH2:38][N:33]([C:39]2[CH:40]=[CH:41][C:42]([C:45](=[O:47])[CH3:46])=[CH:43][CH:44]=2)[CH2:34][CH2:35]1)=[O:31])[C:2]1[CH:7]=[CH:6][CH:5]=[CH:4][CH:3]=1. The yield is 0.0810. (8) The reactants are [F:1][CH:2]([F:25])[C:3]1[CH:24]=[CH:23][C:6]([O:7][C:8]2[C:13]3[CH:14]=[C:15]([CH3:17])[O:16][C:12]=3[CH:11]=[C:10]([C:18]([O:20][CH2:21][CH3:22])=[O:19])[CH:9]=2)=[CH:5][CH:4]=1.C1C(=O)N([Br:33])C(=O)C1.C(OOC(=O)C1C=CC=CC=1)(=O)C1C=CC=CC=1. The catalyst is C(Cl)(Cl)Cl. The product is [Br:33][CH2:17][C:15]1[O:16][C:12]2[CH:11]=[C:10]([C:18]([O:20][CH2:21][CH3:22])=[O:19])[CH:9]=[C:8]([O:7][C:6]3[CH:5]=[CH:4][C:3]([CH:2]([F:1])[F:25])=[CH:24][CH:23]=3)[C:13]=2[CH:14]=1. The yield is 0.510. (9) The reactants are Br[C:2]1[CH:11]=[C:10]2[C:5]([N:6]=[CH:7][C:8]([NH:12][C:13](=[O:21])[CH2:14][C:15]3[CH:20]=[CH:19][CH:18]=[CH:17][CH:16]=3)=[N:9]2)=[CH:4][CH:3]=1.CC1(C)C(C)(C)OB([C:30]2[CH:31]=[C:32]([NH:36][S:37]([C:40]3[CH:45]=[CH:44][CH:43]=[CH:42][CH:41]=3)(=[O:39])=[O:38])[CH:33]=[N:34][CH:35]=2)O1.O. The catalyst is C(=O)([O-])[O-].[Na+].[Na+].O1CCOCC1.[Cl-].[Na+].O. The product is [C:15]1([CH2:14][C:13]([NH:12][C:8]2[CH:7]=[N:6][C:5]3[C:10](=[CH:11][C:2]([C:30]4[CH:35]=[N:34][CH:33]=[C:32]([NH:36][S:37]([C:40]5[CH:41]=[CH:42][CH:43]=[CH:44][CH:45]=5)(=[O:39])=[O:38])[CH:31]=4)=[CH:3][CH:4]=3)[N:9]=2)=[O:21])[CH:20]=[CH:19][CH:18]=[CH:17][CH:16]=1. The yield is 0.330. (10) The reactants are [CH3:1][O:2][C:3]1[C:12]2[C:7](=[CH:8][CH:9]=[CH:10][CH:11]=2)[CH:6]=[CH:5][CH:4]=1.C([Li])CCC.[B:18](OC(C)C)([O:23]C(C)C)[O:19]C(C)C.Cl. The catalyst is C1COCC1. The product is [CH3:1][O:2][C:3]1[C:12]2[C:7](=[CH:8][CH:9]=[CH:10][CH:11]=2)[CH:6]=[CH:5][C:4]=1[B:18]([OH:23])[OH:19]. The yield is 0.410.